From a dataset of Full USPTO retrosynthesis dataset with 1.9M reactions from patents (1976-2016). Predict the reactants needed to synthesize the given product. (1) Given the product [ClH:16].[NH2:1][C:2]1[N:7]2[CH:8]=[C:9]([CH2:11][CH3:12])[N:10]=[C:6]2[C:5]([C:13]([NH:29][CH2:28][CH:25]2[CH2:24][CH2:23][N:22]([CH2:21][CH2:20][CH2:19][O:18][CH3:17])[CH2:27][CH2:26]2)=[O:15])=[CH:4][C:3]=1[Cl:16], predict the reactants needed to synthesize it. The reactants are: [NH2:1][C:2]1[N:7]2[CH:8]=[C:9]([CH2:11][CH3:12])[N:10]=[C:6]2[C:5]([C:13]([OH:15])=O)=[CH:4][C:3]=1[Cl:16].[CH3:17][O:18][CH2:19][CH2:20][CH2:21][N:22]1[CH2:27][CH2:26][CH:25]([CH2:28][NH2:29])[CH2:24][CH2:23]1. (2) Given the product [CH:7]1[C:8]2[C:3](=[C:2]([O:1][CH2:15][CH2:14][OH:13])[CH:11]=[CH:10][CH:9]=2)[CH:4]=[CH:5][N:6]=1, predict the reactants needed to synthesize it. The reactants are: [OH:1][C:2]1[CH:11]=[CH:10][CH:9]=[C:8]2[C:3]=1[CH:4]=[CH:5][N:6]=[CH:7]2.C1(=O)O[CH2:15][CH2:14][O:13]1.C([O-])([O-])=O.[K+].[K+]. (3) Given the product [CH3:26][N:27]1[CH2:32][CH2:31][N:30]([C:2](=[O:25])[CH2:3][CH2:4][C:5]2[CH:14]=[CH:13][C:12]([C:15]3[CH:24]=[CH:23][C:18]([C:19]([O:21][CH3:22])=[O:20])=[CH:17][CH:16]=3)=[C:11]3[C:6]=2[CH:7]=[CH:8][CH:9]=[N:10]3)[CH2:29][CH2:28]1, predict the reactants needed to synthesize it. The reactants are: Cl[C:2](=[O:25])[CH2:3][CH2:4][C:5]1[CH:14]=[CH:13][C:12]([C:15]2[CH:24]=[CH:23][C:18]([C:19]([O:21][CH3:22])=[O:20])=[CH:17][CH:16]=2)=[C:11]2[C:6]=1[CH:7]=[CH:8][CH:9]=[N:10]2.[CH3:26][N:27]1[CH2:32][CH2:31][NH:30][CH2:29][CH2:28]1.N1C=CC=CC=1. (4) Given the product [Cl:1][C:2]1[C:3]([N:12]2[CH2:17][CH2:16][N:15]([CH2:18][C:19]3[CH:24]=[CH:23][C:22]([Cl:25])=[CH:21][CH:20]=3)[CH2:14][CH2:13]2)=[C:4]2[N:9]=[C:32]([C:30]3[C:29]([CH3:34])=[N:28][N:27]([CH3:26])[CH:31]=3)[NH:8][C:5]2=[N:6][CH:7]=1, predict the reactants needed to synthesize it. The reactants are: [Cl:1][C:2]1[C:3]([N:12]2[CH2:17][CH2:16][N:15]([CH2:18][C:19]3[CH:24]=[CH:23][C:22]([Cl:25])=[CH:21][CH:20]=3)[CH2:14][CH2:13]2)=[C:4]([N+:9]([O-])=O)[C:5]([NH2:8])=[N:6][CH:7]=1.[CH3:26][N:27]1[CH:31]=[C:30]([CH:32]=O)[C:29]([CH3:34])=[N:28]1.[O-]S(S([O-])=O)=O.[Na+].[Na+]. (5) Given the product [NH:1]1[CH:5]=[C:4]([C:6]2[CH:22]=[CH:21][C:9]3[C:10]4[N:11]=[C:12]([C:18]([N:32]5[CH2:31][CH2:30][N:29]([CH2:28][C@H:24]6[CH2:25][CH2:26][CH2:27][O:23]6)[CH2:34][CH2:33]5)=[O:20])[S:13][C:14]=4[CH2:15][CH2:16][O:17][C:8]=3[CH:7]=2)[CH:3]=[N:2]1, predict the reactants needed to synthesize it. The reactants are: [NH:1]1[CH:5]=[C:4]([C:6]2[CH:22]=[CH:21][C:9]3[C:10]4[N:11]=[C:12]([C:18]([OH:20])=O)[S:13][C:14]=4[CH2:15][CH2:16][O:17][C:8]=3[CH:7]=2)[CH:3]=[N:2]1.[O:23]1[CH2:27][CH2:26][CH2:25][C@H:24]1[CH2:28][N:29]1[CH2:34][CH2:33][NH:32][CH2:31][CH2:30]1. (6) The reactants are: [F:1][C:2]1[CH:3]=[C:4]([C:11]([N:13]2[C:18]3[CH:19]=[CH:20][CH:21]=[CH:22][C:17]=3[O:16][CH2:15][CH2:14]2)=[O:12])[CH:5]=[C:6]([F:10])[C:7]=1[O:8]C.B(Br)(Br)Br.O. Given the product [F:1][C:2]1[CH:3]=[C:4]([C:11]([N:13]2[C:18]3[CH:19]=[CH:20][CH:21]=[CH:22][C:17]=3[O:16][CH2:15][CH2:14]2)=[O:12])[CH:5]=[C:6]([F:10])[C:7]=1[OH:8], predict the reactants needed to synthesize it. (7) Given the product [F:19][C:13]([F:18])([C:14]([F:15])([F:16])[F:17])[CH2:12][O:11][C:8]1[CH:9]=[CH:10][C:5]([C:3]([OH:4])=[O:2])=[N:6][CH:7]=1, predict the reactants needed to synthesize it. The reactants are: C[O:2][C:3]([C:5]1[CH:10]=[CH:9][C:8]([O:11][CH2:12][C:13]([F:19])([F:18])[C:14]([F:17])([F:16])[F:15])=[CH:7][N:6]=1)=[O:4].[OH-].[Li+]. (8) Given the product [ClH:37].[Si:8]([O:15][C@H:16]1[CH2:20][NH:19][CH:18]([C:28]2[CH:33]=[C:32]([F:34])[CH:31]=[CH:30][C:29]=2[F:35])[CH2:17]1)([C:11]([CH3:14])([CH3:13])[CH3:12])([CH3:10])[CH3:9], predict the reactants needed to synthesize it. The reactants are: C(O)(C(F)(F)F)=O.[Si:8]([O:15][C@H:16]1[CH2:20][N:19](C(OC(C)(C)C)=O)[CH:18]([C:28]2[CH:33]=[C:32]([F:34])[CH:31]=[CH:30][C:29]=2[F:35])[CH2:17]1)([C:11]([CH3:14])([CH3:13])[CH3:12])([CH3:10])[CH3:9].C(Cl)[Cl:37]. (9) Given the product [CH3:22][S:23]([O:1][CH:2]1[CH2:7][CH2:6][CH2:5][N:4]([C:8]([O:10][C:11]([CH3:14])([CH3:13])[CH3:12])=[O:9])[CH2:3]1)(=[O:25])=[O:24], predict the reactants needed to synthesize it. The reactants are: [OH:1][CH:2]1[CH2:7][CH2:6][CH2:5][N:4]([C:8]([O:10][C:11]([CH3:14])([CH3:13])[CH3:12])=[O:9])[CH2:3]1.C(N(CC)CC)C.[CH3:22][S:23](Cl)(=[O:25])=[O:24].